Predict which catalyst facilitates the given reaction. From a dataset of Catalyst prediction with 721,799 reactions and 888 catalyst types from USPTO. (1) Reactant: [CH3:1][O:2][CH2:3][CH2:4][N:5]1[C:9]([CH3:10])=[C:8]([CH3:11])[S:7][C:6]1=[NH:12].CCN(CC)CC.[Cl:20][C:21]1[C:22]([F:34])=[C:23]([C:27]([C:30]([F:33])([F:32])[F:31])=[CH:28][CH:29]=1)[C:24](Cl)=[O:25]. Product: [Cl:20][C:21]1[C:22]([F:34])=[C:23]([C:27]([C:30]([F:32])([F:33])[F:31])=[CH:28][CH:29]=1)[C:24]([N:12]=[C:6]1[N:5]([CH2:4][CH2:3][O:2][CH3:1])[C:9]([CH3:10])=[C:8]([CH3:11])[S:7]1)=[O:25]. The catalyst class is: 1. (2) Reactant: [C:1]1([CH:9]=[CH:8][CH:7]=[C:5]([OH:6])[C:3]=1[OH:4])[OH:2].OO.P([O-])([O-])([O-])=O.OS(O)(=O)=O. Product: [CH:9]1[C:8]2[CH:8]=[CH:7][CH:5]=[C:3]([OH:4])[C:1](=[O:2])[C:7]=2[C:5]([OH:6])=[C:3]([OH:4])[C:1]=1[OH:2]. The catalyst class is: 6. (3) Reactant: [CH3:1][C:2]1[N:7]=[C:6]([C:8]2[N:12]=[C:11]([CH:13]3[CH2:16][N:15](C(OC(C)(C)C)=O)[CH2:14]3)[NH:10][N:9]=2)[CH:5]=[CH:4][CH:3]=1.[ClH:24]. Product: [ClH:24].[ClH:24].[NH:15]1[CH2:16][CH:13]([C:11]2[NH:10][N:9]=[C:8]([C:6]3[CH:5]=[CH:4][CH:3]=[C:2]([CH3:1])[N:7]=3)[N:12]=2)[CH2:14]1. The catalyst class is: 12. (4) Reactant: Cl[C:2]1[CH:7]=[CH:6][C:5]([CH3:8])=[CH:4][C:3]=1[N+:9]([O-:11])=[O:10].C([O-])([O-])=O.[K+].[K+].[CH2:18]([SH:21])[CH2:19][CH3:20]. Product: [CH3:8][C:5]1[CH:6]=[CH:7][C:2]([S:21][CH2:18][CH2:19][CH3:20])=[C:3]([N+:9]([O-:11])=[O:10])[CH:4]=1. The catalyst class is: 3. (5) Reactant: [Br:1][C:2]1[CH:3]=[C:4]([CH:8]([NH2:10])[CH3:9])[CH:5]=[CH:6][CH:7]=1.C(N(C(C)C)CC)(C)C.Br[CH2:21][C:22]([C:24]1[CH:29]=[CH:28][C:27]([Cl:30])=[CH:26][CH:25]=1)=[O:23]. Product: [Br:1][C:2]1[CH:3]=[C:4]([CH:8]([NH:10][CH2:21][C:22]([C:24]2[CH:29]=[CH:28][C:27]([Cl:30])=[CH:26][CH:25]=2)=[O:23])[CH3:9])[CH:5]=[CH:6][CH:7]=1. The catalyst class is: 4.